From a dataset of Peptide-MHC class II binding affinity with 134,281 pairs from IEDB. Regression. Given a peptide amino acid sequence and an MHC pseudo amino acid sequence, predict their binding affinity value. This is MHC class II binding data. (1) The peptide sequence is CGERTEGRCLHYTVDKSK. The MHC is DRB1_0701 with pseudo-sequence DRB1_0701. The binding affinity (normalized) is 0.105. (2) The peptide sequence is SQDLELSWNSNGLQAY. The MHC is HLA-DQA10101-DQB10501 with pseudo-sequence HLA-DQA10101-DQB10501. The binding affinity (normalized) is 0.557. (3) The peptide sequence is HDKKSMGDDHFWAVR. The MHC is DRB3_0101 with pseudo-sequence DRB3_0101. The binding affinity (normalized) is 0.410. (4) The peptide sequence is GKSYDALATFTVNIF. The MHC is DRB1_1501 with pseudo-sequence DRB1_1501. The binding affinity (normalized) is 0.340.